Dataset: Full USPTO retrosynthesis dataset with 1.9M reactions from patents (1976-2016). Task: Predict the reactants needed to synthesize the given product. (1) The reactants are: [CH:1]1([CH2:4][O:5][C:6]2[N:11]=[C:10]([C:12]([NH:14][C:15]3([CH2:19][C:20](O)=[O:21])[CH2:18][S:17][CH2:16]3)=[O:13])[CH:9]=[CH:8][C:7]=2[N:23]2[CH2:26][C:25]([F:28])([F:27])[CH2:24]2)[CH2:3][CH2:2]1.C1N=C[N:31](C(N2C=NC=C2)=O)C=1.N. Given the product [NH2:31][C:20](=[O:21])[CH2:19][C:15]1([NH:14][C:12]([C:10]2[CH:9]=[CH:8][C:7]([N:23]3[CH2:24][C:25]([F:28])([F:27])[CH2:26]3)=[C:6]([O:5][CH2:4][CH:1]3[CH2:3][CH2:2]3)[N:11]=2)=[O:13])[CH2:16][S:17][CH2:18]1, predict the reactants needed to synthesize it. (2) Given the product [CH3:1][O:2][CH2:3][C:4]1[CH:9]=[CH:8][C:7]([C:10]2[CH:11]=[CH:12][CH:13]=[CH:14][CH:15]=2)=[C:6]([CH2:16][NH2:17])[CH:5]=1, predict the reactants needed to synthesize it. The reactants are: [CH3:1][O:2][CH2:3][C:4]1[CH:5]=[C:6]([C:16]#[N:17])[C:7]([C:10]2[CH:15]=[CH:14][CH:13]=[CH:12][CH:11]=2)=[CH:8][CH:9]=1.[BH4-].[Na+]. (3) The reactants are: [Br:1][C:2]1[CH:3]=[C:4]([CH:9]=[C:10]([Br:21])[C:11]=1/[CH:12]=[CH:13]\[C:14]([O:16]C(C)(C)C)=[O:15])[C:5]([O:7][CH3:8])=[O:6].FC(F)(F)C(O)=O. Given the product [Br:1][C:2]1[CH:3]=[C:4]([C:5]([O:7][CH3:8])=[O:6])[CH:9]=[C:10]([Br:21])[C:11]=1/[CH:12]=[CH:13]\[C:14]([OH:16])=[O:15], predict the reactants needed to synthesize it. (4) Given the product [C:17]([C:16]1[C:15]2[C:10](=[CH:11][C:12]([N:19]3[CH2:20][CH2:21][N:22]([CH3:25])[CH2:23][CH2:24]3)=[CH:13][CH:14]=2)[N:9]([CH2:26][CH3:27])[C:8]=1[C:5]1[CH:6]=[CH:7][C:2]([NH:1][C:28](=[O:31])[CH2:29][CH3:30])=[CH:3][CH:4]=1)#[N:18], predict the reactants needed to synthesize it. The reactants are: [NH2:1][C:2]1[CH:7]=[CH:6][C:5]([C:8]2[N:9]([CH2:26][CH3:27])[C:10]3[C:15]([C:16]=2[C:17]#[N:18])=[CH:14][CH:13]=[C:12]([N:19]2[CH2:24][CH2:23][N:22]([CH3:25])[CH2:21][CH2:20]2)[CH:11]=3)=[CH:4][CH:3]=1.[C:28](Cl)(=[O:31])[CH2:29][CH3:30]. (5) Given the product [N+:6]([C:15]1[CH:16]=[CH:17][CH:18]=[C:19]2[C:14]=1[CH:13]=[C:12]([OH:20])[CH:11]=[N:10]2)([O-:9])=[O:7], predict the reactants needed to synthesize it. The reactants are: S(=O)(=O)(O)O.[N+:6]([O-:9])(O)=[O:7].[N:10]1[C:19]2[C:14](=[CH:15][CH:16]=[CH:17][CH:18]=2)[CH:13]=[C:12]([OH:20])[CH:11]=1.[OH-].[Na+]. (6) Given the product [F:1][C:2]1[CH:3]=[C:4]([N:9]2[C:10]3[N:11]=[CH:12][C:13]([F:31])=[CH:14][C:15]=3[C:16](=[O:17])[N:18]([C@H:19]3[CH2:23][CH2:22][N:21]([C:24]([O:26][C:27]([CH3:28])([CH3:30])[CH3:29])=[O:25])[CH2:20]3)[C:32]2=[O:33])[CH:5]=[CH:6][C:7]=1[F:8], predict the reactants needed to synthesize it. The reactants are: [F:1][C:2]1[CH:3]=[C:4]([NH:9][C:10]2[C:15]([C:16]([NH:18][C@H:19]3[CH2:23][CH2:22][N:21]([C:24]([O:26][C:27]([CH3:30])([CH3:29])[CH3:28])=[O:25])[CH2:20]3)=[O:17])=[CH:14][C:13]([F:31])=[CH:12][N:11]=2)[CH:5]=[CH:6][C:7]=1[F:8].[C:32](N1C=CN=C1)(N1C=CN=C1)=[O:33].[H-].[Na+].O.